From a dataset of Peptide-MHC class I binding affinity with 185,985 pairs from IEDB/IMGT. Regression. Given a peptide amino acid sequence and an MHC pseudo amino acid sequence, predict their binding affinity value. This is MHC class I binding data. (1) The peptide sequence is PTAALVVAQL. The binding affinity (normalized) is 0.254. The MHC is Patr-B0101 with pseudo-sequence Patr-B0101. (2) The peptide sequence is WEQWWTDYW. The MHC is H-2-Kk with pseudo-sequence H-2-Kk. The binding affinity (normalized) is 0.690. (3) The peptide sequence is HWTTYMDTF. The MHC is Mamu-B17 with pseudo-sequence Mamu-B17. The binding affinity (normalized) is 0.373. (4) The peptide sequence is YTAFTLPSV. The MHC is Mamu-A01 with pseudo-sequence Mamu-A01. The binding affinity (normalized) is 0.766. (5) The peptide sequence is KAVHADMGY. The MHC is HLA-B15:17 with pseudo-sequence HLA-B15:17. The binding affinity (normalized) is 0.872. (6) The peptide sequence is ILIYNGWYA. The MHC is HLA-B07:02 with pseudo-sequence HLA-B07:02. The binding affinity (normalized) is 0. (7) The binding affinity (normalized) is 0.750. The peptide sequence is YRVRNVQTL. The MHC is HLA-C06:02 with pseudo-sequence HLA-C06:02. (8) The peptide sequence is KEISNQEPL. The MHC is HLA-B18:01 with pseudo-sequence HLA-B18:01. The binding affinity (normalized) is 0.457. (9) The MHC is HLA-A29:02 with pseudo-sequence HLA-A29:02. The binding affinity (normalized) is 0.0847. The peptide sequence is WMFRIRIIL. (10) The peptide sequence is MLRPGRIDR. The MHC is HLA-A03:01 with pseudo-sequence HLA-A03:01. The binding affinity (normalized) is 0.149.